From a dataset of Reaction yield outcomes from USPTO patents with 853,638 reactions. Predict the reaction yield, written as a fraction of the theoretical maximum amount of product (1.0 means a 100% yield; for example, 0.34 means a 34% yield). (1) The reactants are [N+:1]([C:4]1[CH:14]=[CH:13][CH:12]=[C:6]2[C:7]([O:9][C:10](=[O:11])[C:5]=12)=O)([O-:3])=[O:2].[NH2:15][CH2:16][CH2:17][C:18]([OH:20])=[O:19]. No catalyst specified. The product is [N+:1]([C:4]1[CH:14]=[CH:13][CH:12]=[C:6]2[C:7]([N:15]([CH2:16][CH2:17][C:18]([OH:20])=[O:19])[C:10](=[O:11])[C:5]=12)=[O:9])([O-:3])=[O:2]. The yield is 0.800. (2) The reactants are [Si]([O:8][CH:9]1[CH2:13][N:12](C(OC(C)(C)C)=O)[C@@H:11]([C:21]2[CH:26]=[C:25]([F:27])[CH:24]=[CH:23][C:22]=2[O:28][CH3:29])[CH2:10]1)(C(C)(C)C)(C)C.[ClH:30].O1CCOCC1. The catalyst is C(Cl)Cl. The product is [ClH:30].[F:27][C:25]1[CH:24]=[CH:23][C:22]([O:28][CH3:29])=[C:21]([CH:11]2[NH:12][CH2:13][C@H:9]([OH:8])[CH2:10]2)[CH:26]=1. The yield is 0.982. (3) The reactants are [F:1][C:2]1[CH:7]=[CH:6][C:5]([CH2:8][C:9]([N:11]2[CH2:15][CH:14]([O:16][C:17](=[O:22])[C:18]([CH3:21])([CH3:20])[CH3:19])[CH2:13][NH:12]2)=[O:10])=[CH:4][CH:3]=1.[CH3:23][S:24]([C:27]1[N:32]=[C:31]([C:33](Cl)=[O:34])[CH:30]=[CH:29][N:28]=1)(=O)=O.[OH-].[Na+]. The catalyst is ClCCl. The product is [F:1][C:2]1[CH:7]=[CH:6][C:5]([CH2:8][C:9]([N:11]2[CH2:15][CH:14]([O:16][C:17](=[O:22])[C:18]([CH3:19])([CH3:21])[CH3:20])[CH2:13][N:12]2[C:33]([C:31]2[CH:30]=[CH:29][N:28]=[C:27]([S:24][CH3:23])[N:32]=2)=[O:34])=[O:10])=[CH:4][CH:3]=1. The yield is 0.966. (4) The reactants are [OH:1][CH2:2][C@@H:3]1[S:7][CH2:6][CH2:5][O:4]1.[C:8](Cl)(=[O:15])[C:9]1[CH:14]=[CH:13][CH:12]=[CH:11][CH:10]=1.C(N(CC)CC)C. The catalyst is ClCCl. The product is [C:8]([O:1][CH2:2][C@@H:3]1[S:7][CH2:6][CH2:5][O:4]1)(=[O:15])[C:9]1[CH:14]=[CH:13][CH:12]=[CH:11][CH:10]=1. The yield is 0.446. (5) The reactants are [CH3:1][C:2]1([CH3:17])[CH2:11][CH2:10][C:9]([CH3:13])([CH3:12])[C:8]2[CH:7]=[C:6]([C:14](O)=[O:15])[CH:5]=[CH:4][C:3]1=2.[I:18][C:19]1[CH:24]=[CH:23][C:22]([NH2:25])=[CH:21][CH:20]=1.CCN(CC)CC.[NH4+].[Cl-]. The catalyst is O=S(Cl)Cl.CN(C=O)C.CN(C1C=CN=CC=1)C.C(Cl)Cl. The product is [I:18][C:19]1[CH:24]=[CH:23][C:22]([NH:25][C:14]([C:6]2[CH:5]=[CH:4][C:3]3[C:2]([CH3:17])([CH3:1])[CH2:11][CH2:10][C:9]([CH3:13])([CH3:12])[C:8]=3[CH:7]=2)=[O:15])=[CH:21][CH:20]=1. The yield is 0.560. (6) The reactants are [NH2:1][CH2:2][CH2:3][O:4][CH2:5][CH2:6][OH:7].[CH2:8](Br)[C:9]#[CH:10].[CH3:12][C:13]([CH3:15])=O. No catalyst specified. The product is [CH2:8]([N:1]([CH2:15][C:13]#[CH:12])[CH2:2][CH2:3][O:4][CH2:5][CH2:6][OH:7])[C:9]#[CH:10]. The yield is 0.250. (7) The reactants are C(O)(=O)C(O)=O.[C:7]([C:11]1[CH:15]=[C:14]([NH2:16])[N:13]([CH2:17][CH3:18])[N:12]=1)([CH3:10])([CH3:9])[CH3:8].C(=O)([O-])[O-].[K+].[K+].C(N(CC)C(C)C)(C)C.Cl[C:35]([O:37][C:38]1[CH:43]=[CH:42][CH:41]=[CH:40][CH:39]=1)=[O:36]. The catalyst is ClCCl. The product is [C:7]([C:11]1[CH:15]=[C:14]([NH:16][C:35](=[O:36])[O:37][C:38]2[CH:43]=[CH:42][CH:41]=[CH:40][CH:39]=2)[N:13]([CH2:17][CH3:18])[N:12]=1)([CH3:10])([CH3:8])[CH3:9]. The yield is 0.770. (8) The reactants are [CH:1]([N:4]1[C:8]([C:9]2[N:18]=[C:17]3[N:11]([CH2:12][CH2:13][O:14][C:15]4[CH:22]=[C:21]([O:23][C:24]([C:29]5[CH:34]=[CH:33][CH:32]=[CH:31][CH:30]=5)([CH2:27][OH:28])[CH2:25][OH:26])[CH:20]=[CH:19][C:16]=43)[CH:10]=2)=[N:7][C:6]([CH3:35])=[N:5]1)([CH3:3])[CH3:2].CCN(CC)CC.[CH3:43][S:44](Cl)(=[O:46])=[O:45]. The catalyst is C(Cl)Cl. The product is [CH:1]([N:4]1[C:8]([C:9]2[N:18]=[C:17]3[N:11]([CH2:12][CH2:13][O:14][C:15]4[CH:22]=[C:21]([O:23][C:24]([C:29]5[CH:30]=[CH:31][CH:32]=[CH:33][CH:34]=5)([CH2:27][O:28][S:44]([CH3:43])(=[O:46])=[O:45])[CH2:25][O:26][S:44]([CH3:43])(=[O:46])=[O:45])[CH:20]=[CH:19][C:16]=43)[CH:10]=2)=[N:7][C:6]([CH3:35])=[N:5]1)([CH3:3])[CH3:2]. The yield is 0.810. (9) The reactants are [CH3:1][O:2][C:3]1[C:12]2[N:11]=[C:10]([NH2:13])[N:9]3[CH2:14][CH2:15][N:16]=[C:8]3[C:7]=2[CH:6]=[CH:5][C:4]=1[O:17][CH2:18][CH2:19][CH2:20][N:21]1[CH2:26][CH2:25][O:24][CH2:23][CH2:22]1.[C:27](O)(=[O:34])[C:28]1[CH:33]=[CH:32][CH:31]=[N:30][CH:29]=1.C1CN([P+](ON2N=NC3C=CC=CC2=3)(N2CCCC2)N2CCCC2)CC1.F[P-](F)(F)(F)(F)F.C(N(C(C)C)CC)(C)C. The catalyst is CN(C=O)C.CCOC(C)=O. The product is [CH3:1][O:2][C:3]1[C:12]2[N:11]=[C:10]([NH:13][C:27](=[O:34])[C:28]3[CH:33]=[CH:32][CH:31]=[N:30][CH:29]=3)[N:9]3[CH2:14][CH2:15][N:16]=[C:8]3[C:7]=2[CH:6]=[CH:5][C:4]=1[O:17][CH2:18][CH2:19][CH2:20][N:21]1[CH2:22][CH2:23][O:24][CH2:25][CH2:26]1. The yield is 0.400. (10) The reactants are [Br:1][C:2]1[CH:7]=[CH:6][C:5]([F:8])=[CH:4][N:3]=1.[Li+].CC([N-]C(C)C)C.C(NC(C)C)(C)C.[CH:24](=[O:26])[CH3:25]. The catalyst is C1COCC1. The product is [Br:1][C:2]1[CH:7]=[C:6]([CH:24]([OH:26])[CH3:25])[C:5]([F:8])=[CH:4][N:3]=1. The yield is 0.727.